From a dataset of Catalyst prediction with 721,799 reactions and 888 catalyst types from USPTO. Predict which catalyst facilitates the given reaction. Reactant: Cl.[C:2]1([C:8]#[C:9][C:10]2[S:14][C:13]([C:15]3[N:16]=[C:17]4[CH:22]=[N:21][CH:20]=[CH:19][N:18]4[C:23]=3[NH2:24])=[CH:12][CH:11]=2)[CH:7]=[CH:6][CH:5]=[CH:4][CH:3]=1.[H-].[Na+].[CH2:27](Br)[CH3:28].CC(=O)OCC.C(Cl)Cl. Product: [CH2:27]([NH:24][C:23]1[N:18]2[CH:19]=[CH:20][N:21]=[CH:22][C:17]2=[N:16][C:15]=1[C:13]1[S:14][C:10]([C:9]#[C:8][C:2]2[CH:7]=[CH:6][CH:5]=[CH:4][CH:3]=2)=[CH:11][CH:12]=1)[CH3:28]. The catalyst class is: 3.